This data is from Full USPTO retrosynthesis dataset with 1.9M reactions from patents (1976-2016). The task is: Predict the reactants needed to synthesize the given product. (1) Given the product [OH:8][C:9]1[CH:10]=[CH:11][C:12]([CH2:15][CH2:16][CH2:17][CH2:18][CH2:19][CH2:20][CH2:21][S:22]([F:25])(=[O:24])=[O:23])=[CH:13][CH:14]=1, predict the reactants needed to synthesize it. The reactants are: C([O:8][C:9]1[CH:14]=[CH:13][C:12]([CH2:15][CH2:16][CH2:17][CH2:18][CH2:19][CH2:20][CH2:21][S:22]([F:25])(=[O:24])=[O:23])=[CH:11][CH:10]=1)C1C=CC=CC=1.B(F)(F)F.CCOCC. (2) The reactants are: Cl.Cl.[C:3]1([CH2:9][CH2:10][N:11]2[CH2:16][CH2:15][NH:14][CH2:13][CH2:12]2)[CH:8]=[CH:7][CH:6]=[CH:5][CH:4]=1.[C:17]([N:25]=[C:26]=[O:27])(=[O:24])[C:18]1[CH:23]=[CH:22][CH:21]=[CH:20][CH:19]=1.C(=O)([O-])O.[Na+]. Given the product [C:17]([NH:25][C:26]([N:14]1[CH2:13][CH2:12][N:11]([CH2:10][CH2:9][C:3]2[CH:8]=[CH:7][CH:6]=[CH:5][CH:4]=2)[CH2:16][CH2:15]1)=[O:27])(=[O:24])[C:18]1[CH:23]=[CH:22][CH:21]=[CH:20][CH:19]=1, predict the reactants needed to synthesize it. (3) Given the product [Cl:17][C:9]1[CH:10]=[C:11]([N+:14]([O-:16])=[O:15])[CH:12]=[CH:13][C:8]=1[N:1]1[CH2:6][CH2:5][NH:4][CH2:3][CH2:2]1, predict the reactants needed to synthesize it. The reactants are: [NH:1]1[CH2:6][CH2:5][NH:4][CH2:3][CH2:2]1.Cl[C:8]1[CH:13]=[CH:12][C:11]([N+:14]([O-:16])=[O:15])=[CH:10][C:9]=1[Cl:17]. (4) Given the product [OH:20][CH:21]([C:25]1[CH:30]=[CH:29][CH:28]=[CH:27][CH:26]=1)[CH2:22][N:23]([CH3:24])[S:16]([C:14]1[S:15][C:11]([C:5]2[CH:4]=[C:3]([CH2:1][CH3:2])[C:8](=[O:9])[NH:7][C:6]=2[CH3:10])=[CH:12][CH:13]=1)(=[O:18])=[O:17], predict the reactants needed to synthesize it. The reactants are: [CH2:1]([C:3]1[C:8](=[O:9])[NH:7][C:6]([CH3:10])=[C:5]([C:11]2[S:15][C:14]([S:16](Cl)(=[O:18])=[O:17])=[CH:13][CH:12]=2)[CH:4]=1)[CH3:2].[OH:20][CH:21]([C:25]1[CH:30]=[CH:29][CH:28]=[CH:27][CH:26]=1)[CH2:22][NH:23][CH3:24].